From a dataset of Full USPTO retrosynthesis dataset with 1.9M reactions from patents (1976-2016). Predict the reactants needed to synthesize the given product. (1) The reactants are: [H-].[H-].[H-].[H-].[Li+].[Al+3].[CH3:7][O:8][CH:9]([O:17][CH3:18])[CH2:10][CH2:11][CH2:12][C:13](OC)=[O:14].CCCCCC.C(OCC)(=O)C. Given the product [CH3:7][O:8][CH:9]([O:17][CH3:18])[CH2:10][CH2:11][CH2:12][CH2:13][OH:14], predict the reactants needed to synthesize it. (2) Given the product [C:1]([O:5][C:6]([N:8]1[CH2:13][CH2:12][CH:11]([N:14]([C:15]2[CH:20]=[CH:19][C:18]([O:21][CH2:22][CH2:23][CH2:24][CH3:25])=[CH:17][CH:16]=2)[CH2:27][C:28]2[CH:33]=[CH:32][N:31]=[C:30]([C:34]3[CH:39]=[C:38]([O:40][CH3:41])[C:37]([O:42][CH3:43])=[C:36]([O:44][CH3:45])[CH:35]=3)[CH:29]=2)[CH2:10][CH2:9]1)=[O:7])([CH3:4])([CH3:3])[CH3:2], predict the reactants needed to synthesize it. The reactants are: [C:1]([O:5][C:6]([N:8]1[CH2:13][CH2:12][CH:11]([NH:14][C:15]2[CH:20]=[CH:19][C:18]([O:21][CH2:22][CH2:23][CH2:24][CH3:25])=[CH:17][CH:16]=2)[CH2:10][CH2:9]1)=[O:7])([CH3:4])([CH3:3])[CH3:2].Cl[CH2:27][C:28]1[CH:33]=[CH:32][N:31]=[C:30]([C:34]2[CH:39]=[C:38]([O:40][CH3:41])[C:37]([O:42][CH3:43])=[C:36]([O:44][CH3:45])[CH:35]=2)[CH:29]=1. (3) Given the product [F:25][C:23]1([F:26])[CH2:24][N:21]([C:3]2([C:1]3[CH:31]=[CH:32][CH:27]=[CH:28][CH:29]=3)[CH2:4][CH2:5][C:6]3([CH2:11][CH2:10][N:9]([C:12]([O:14][C:15]([CH3:17])([CH3:18])[CH3:16])=[O:13])[CH2:8][CH2:7]3)[CH2:19][CH2:20]2)[CH2:22]1, predict the reactants needed to synthesize it. The reactants are: [C:1]([C:3]1([N:21]2[CH2:24][C:23]([F:26])([F:25])[CH2:22]2)[CH2:20][CH2:19][C:6]2([CH2:11][CH2:10][N:9]([C:12]([O:14][C:15]([CH3:18])([CH3:17])[CH3:16])=[O:13])[CH2:8][CH2:7]2)[CH2:5][CH2:4]1)#N.[C:27]1([Mg]Br)[CH:32]=[CH:31]C=[CH:29][CH:28]=1. (4) Given the product [OH:40][C:27]1[C:26](=[O:25])[N:15]([C:16]2[N:17]=[N:18][C:19]([CH3:22])=[CH:20][CH:21]=2)[CH:11]([C:10]2[CH:13]=[CH:14][C:7]([N:4]3[CH2:5][CH2:6][O:1][CH2:2][CH2:3]3)=[CH:8][CH:9]=2)[C:28]=1[C:29](=[O:30])[C:31]1[CH:36]=[CH:35][C:34]([CH:37]([CH3:39])[CH3:38])=[CH:33][CH:32]=1, predict the reactants needed to synthesize it. The reactants are: [O:1]1[CH2:6][CH2:5][N:4]([C:7]2[CH:14]=[CH:13][C:10]([CH:11]=O)=[CH:9][CH:8]=2)[CH2:3][CH2:2]1.[NH2:15][C:16]1[N:17]=[N:18][C:19]([CH3:22])=[CH:20][CH:21]=1.C([O:25][C:26](=O)[C:27]([OH:40])=[CH:28][C:29]([C:31]1[CH:36]=[CH:35][C:34]([CH:37]([CH3:39])[CH3:38])=[CH:33][CH:32]=1)=[O:30])C. (5) Given the product [CH:1]1([N:4]([CH:33]2[CH2:35][CH2:34]2)[C:5]([C:7]2[N:30]([CH2:31][CH3:32])[C:10]3=[N:11][C:12]([NH:19][C:20]4[S:21][C:24]5[C:25]([CH3:29])=[N:26][N:27]([CH3:28])[C:23]=5[N:22]=4)=[C:13]4[N:17]=[CH:16][N:15]([CH3:18])[C:14]4=[C:9]3[CH:8]=2)=[O:6])[CH2:2][CH2:3]1, predict the reactants needed to synthesize it. The reactants are: [CH:1]1([N:4]([CH:33]2[CH2:35][CH2:34]2)[C:5]([C:7]2[N:30]([CH2:31][CH3:32])[C:10]3=[N:11][C:12]([NH:19][C:20]([NH:22][C:23]4[N:27]([CH3:28])[N:26]=[C:25]([CH3:29])[CH:24]=4)=[S:21])=[C:13]4[N:17]=[CH:16][N:15]([CH3:18])[C:14]4=[C:9]3[CH:8]=2)=[O:6])[CH2:3][CH2:2]1.C1C(=O)N(I)C(=O)C1. (6) Given the product [CH3:1][N:2]1[CH2:11][CH2:10][C:9]2([C:12]3[CH:17]=[CH:16][CH:15]=[C:14]([O:18][CH3:19])[CH:13]=3)[C:4]([CH3:21])([CH2:5][CH2:6][C:7](=[N:24][OH:25])[CH2:8]2)[CH2:3]1, predict the reactants needed to synthesize it. The reactants are: [CH3:1][N:2]1[CH2:11][CH2:10][C:9]2([C:12]3[CH:17]=[CH:16][CH:15]=[C:14]([O:18][CH3:19])[CH:13]=3)[C:4]([CH3:21])([CH2:5][CH2:6][CH:7](O)[CH2:8]2)[CH:3]1C.Cl.[NH2:24][OH:25]. (7) Given the product [C:9]1([O:8][C:7]2[CH:3]=[CH:4][CH:5]=[CH:6][CH:1]=2)[CH:14]=[CH:13][CH:12]=[CH:11][CH:10]=1, predict the reactants needed to synthesize it. The reactants are: [CH:1]1([CH2:7][O:8][C:9]2[CH:10]=[C:11]([C@@H](O)[C@H](C)CNC(=O)C3C=CC=CC=3)[CH:12]=[CH:13][CH:14]=2)[CH2:6][CH2:5][CH2:4][CH2:3]C1.O.NN.[OH-].[Na+].CC[O-].[Na+].